This data is from Catalyst prediction with 721,799 reactions and 888 catalyst types from USPTO. The task is: Predict which catalyst facilitates the given reaction. Reactant: Br[C:2]1[CH:7]=[CH:6][C:5]([O:8][CH3:9])=[CH:4][CH:3]=1.[Mg].II.[CH2:13]([O:20][C:21]1[C:26]([CH:27]=[O:28])=[C:25]([CH3:29])[CH:24]=[C:23]([CH3:30])[N:22]=1)[C:14]1[CH:19]=[CH:18][CH:17]=[CH:16][CH:15]=1.[Cl-].[NH4+]. Product: [CH2:13]([O:20][C:21]1[C:26]([CH:27]([C:2]2[CH:7]=[CH:6][C:5]([O:8][CH3:9])=[CH:4][CH:3]=2)[OH:28])=[C:25]([CH3:29])[CH:24]=[C:23]([CH3:30])[N:22]=1)[C:14]1[CH:15]=[CH:16][CH:17]=[CH:18][CH:19]=1. The catalyst class is: 7.